Dataset: Catalyst prediction with 721,799 reactions and 888 catalyst types from USPTO. Task: Predict which catalyst facilitates the given reaction. (1) Reactant: [Si:1]([O:8][C@H:9]1[CH2:14][CH2:13][C@H:12]([N:15]2[CH:19]=[C:18](B3OC(C)(C)C(C)(C)O3)[CH:17]=[N:16]2)[CH2:11][CH2:10]1)([C:4]([CH3:7])([CH3:6])[CH3:5])([CH3:3])[CH3:2].Br[C:30]1[CH:31]=[C:32]2[C:38]([CH:39]([C:60]3[C:65]([O:66][CH:67]([F:69])[F:68])=[CH:64][CH:63]=[C:62]([F:70])[C:61]=3[Cl:71])[C:40]([F:59])([S:50]([C:53]3[CH:58]=[CH:57][CH:56]=[CH:55][CH:54]=3)(=[O:52])=[O:51])[S:41]([C:44]3[CH:49]=[CH:48][CH:47]=[CH:46][CH:45]=3)(=[O:43])=[O:42])=[CH:37][NH:36][C:33]2=[N:34][CH:35]=1.[F-].[K+]. Product: [Si:1]([O:8][C@H:9]1[CH2:14][CH2:13][C@H:12]([N:15]2[CH:19]=[C:18]([C:30]3[CH:31]=[C:32]4[C:38]([CH:39]([C:60]5[C:65]([O:66][CH:67]([F:68])[F:69])=[CH:64][CH:63]=[C:62]([F:70])[C:61]=5[Cl:71])[C:40]([F:59])([S:50]([C:53]5[CH:58]=[CH:57][CH:56]=[CH:55][CH:54]=5)(=[O:51])=[O:52])[S:41]([C:44]5[CH:49]=[CH:48][CH:47]=[CH:46][CH:45]=5)(=[O:42])=[O:43])=[CH:37][NH:36][C:33]4=[N:34][CH:35]=3)[CH:17]=[N:16]2)[CH2:11][CH2:10]1)([C:4]([CH3:5])([CH3:7])[CH3:6])([CH3:3])[CH3:2]. The catalyst class is: 38. (2) Reactant: C([Li])C[CH2:3][CH3:4].Br[C:7]1[C:16]([O:17][CH2:18][CH2:19][CH2:20][CH2:21][CH2:22][CH3:23])=[CH:15][C:14]2[C:9](=[CH:10][CH:11]=[C:12](Br)[C:13]=2[CH2:24][CH3:25])[C:8]=1[CH2:27][CH3:28].[CH2:39]([O:38][CH:37]([O:41][CH2:42][CH3:43])[CH2:36][S:35][S:35][CH2:36][CH:37]([O:41][CH2:42][CH3:43])[O:38][CH2:39][CH3:40])[CH3:40]. Product: [CH2:39]([O:38][CH:37]([O:41][CH2:3][CH3:4])[CH2:36][S:35][C:7]1[C:16]([O:17][CH2:18][CH2:19][CH2:20][CH2:21][CH2:22][CH3:23])=[CH:15][C:14]2[C:9](=[CH:10][CH:11]=[C:12]([S:35][CH2:36][CH:37]([O:38][CH2:39][CH3:40])[O:41][CH2:42][CH3:43])[C:13]=2[CH2:24][CH3:25])[C:8]=1[CH2:27][CH3:28])[CH3:40]. The catalyst class is: 1.